From a dataset of Forward reaction prediction with 1.9M reactions from USPTO patents (1976-2016). Predict the product of the given reaction. (1) Given the reactants [C:1]1([C:8]2[C:9]([C:14]3[CH:19]=[CH:18][CH:17]=[CH:16][CH:15]=3)=[CH:10][CH:11]=[CH:12][CH:13]=2)[C:2]([NH2:7])=[CH:3][CH:4]=[CH:5][CH:6]=1.Br[C:21]1[CH:26]=[CH:25][CH:24]=[CH:23][C:22]=1[C:27]1[C:28]([C:33]2[CH:38]=[CH:37][CH:36]=[CH:35][CH:34]=2)=[CH:29][CH:30]=[CH:31][CH:32]=1.CC(C)([O-])C.[Na+].C1(C)C(C)=CC=CC=1, predict the reaction product. The product is: [C:1]1([C:8]2[C:9]([C:14]3[CH:15]=[CH:16][CH:17]=[CH:18][CH:19]=3)=[CH:10][CH:11]=[CH:12][CH:13]=2)[CH:6]=[CH:5][CH:4]=[CH:3][C:2]=1[NH:7][C:21]1[CH:26]=[CH:25][CH:24]=[CH:23][C:22]=1[C:27]1[C:28]([C:33]2[CH:34]=[CH:35][CH:36]=[CH:37][CH:38]=2)=[CH:29][CH:30]=[CH:31][CH:32]=1. (2) Given the reactants [NH2:1][C:2]1[CH:7]=[CH:6][C:5]([O:8][CH3:9])=[CH:4][C:3]=1[OH:10].O(CC)[C:12]([S-])=[S:13].[K+], predict the reaction product. The product is: [CH3:9][O:8][C:5]1[CH:6]=[CH:7][C:2]2[N:1]=[C:12]([SH:13])[O:10][C:3]=2[CH:4]=1. (3) Given the reactants [Br:1][C:2]1[N:7]=[CH:6][C:5]([CH2:8][C:9]([O:18][CH3:19])(C(OC)=O)[C:10]([O:12][CH3:13])=[O:11])=[CH:4][CH:3]=1.[Br-].[Li+].C(OCC)C, predict the reaction product. The product is: [Br:1][C:2]1[N:7]=[CH:6][C:5]([CH2:8][CH:9]([O:18][CH3:19])[C:10]([O:12][CH3:13])=[O:11])=[CH:4][CH:3]=1.